Dataset: Full USPTO retrosynthesis dataset with 1.9M reactions from patents (1976-2016). Task: Predict the reactants needed to synthesize the given product. (1) Given the product [CH3:29][O:28][C:24]1[CH:23]=[C:22]2[C:27]([C:18]([NH:1][CH2:2][CH2:3][N:4]3[C:9](=[O:10])[CH:8]=[CH:7][C:6]([C:11]4[CH:16]=[CH:15][CH:14]=[CH:13][CH:12]=4)=[N:5]3)=[CH:19][CH:20]=[N:21]2)=[CH:30][CH:25]=1, predict the reactants needed to synthesize it. The reactants are: [NH2:1][CH2:2][CH2:3][N:4]1[C:9](=[O:10])[CH:8]=[CH:7][C:6]([C:11]2[CH:16]=[CH:15][CH:14]=[CH:13][CH:12]=2)=[N:5]1.Cl[C:18]1[CH:19]=[CH:20][N:21]=[C:22]2[C:27]=1N=[CH:25][C:24]([O:28][CH3:29])=[CH:23]2.[CH3:30]C(O)C. (2) Given the product [CH3:3][C:4]1[N:8]2[C:9]3[CH:15]=[C:14]([CH3:16])[N:13]([CH2:18][CH2:19][C:20]4[CH:25]=[CH:24][CH:23]=[CH:22][CH:21]=4)[C:10]=3[CH:11]=[CH:12][C:7]2=[N:6][N:5]=1, predict the reactants needed to synthesize it. The reactants are: [H-].[Na+].[CH3:3][C:4]1[N:8]2[C:9]3[CH:15]=[C:14]([CH3:16])[NH:13][C:10]=3[CH:11]=[CH:12][C:7]2=[N:6][N:5]=1.Br[CH2:18][CH2:19][C:20]1[CH:25]=[CH:24][CH:23]=[CH:22][CH:21]=1. (3) Given the product [NH2:1][C:4]1[N:9]=[CH:8][C:7]([CH2:10][C:11]([O:13][CH2:14][CH3:15])=[O:12])=[CH:6][CH:5]=1, predict the reactants needed to synthesize it. The reactants are: [N+:1]([C:4]1[N:9]=[CH:8][C:7]([CH2:10][C:11]([O:13][CH2:14][CH3:15])=[O:12])=[CH:6][CH:5]=1)([O-])=O. (4) Given the product [CH3:25][C:26]1([CH3:28])[O:11][C:4]2[CH:3]=[C:2]([CH3:1])[CH:10]=[CH:9][C:5]=2[C:6](=[O:8])[O:7]1, predict the reactants needed to synthesize it. The reactants are: [CH3:1][C:2]1[CH:3]=[C:4]([OH:11])[C:5](=[CH:9][CH:10]=1)[C:6]([OH:8])=[O:7].C(OC(C(F)(F)F)=O)(C(F)(F)F)=O.[CH3:25][C:26]([CH3:28])=O. (5) Given the product [CH3:4][C:1]([S@:5]([NH:7][C@:8]([C:20]1[CH:25]=[CH:24][CH:23]=[CH:22][C:21]=1[F:26])([C:9]([F:15])([F:16])[CH:10]=[O:11])[CH:17]([F:19])[F:18])=[O:6])([CH3:2])[CH3:3], predict the reactants needed to synthesize it. The reactants are: [C:1]([S@:5]([NH:7][C@@:8]([C:20]1[CH:25]=[CH:24][CH:23]=[CH:22][C:21]=1[F:26])([CH:17]([F:19])[F:18])[C:9]([F:16])([F:15])[C:10](OCC)=[O:11])=[O:6])([CH3:4])([CH3:3])[CH3:2].[H-].C([Al+]CC(C)C)C(C)C.C1(C)C=CC=CC=1. (6) The reactants are: N#N.Cl.[NH2:4][CH:5]([CH:9]([C:11]1[CH:16]=[CH:15][C:14]([O:17][CH3:18])=[CH:13][CH:12]=1)[CH3:10])[C:6]([OH:8])=[O:7].C(=O)([O-])[O-].[K+].[K+].[C:25]([O:29][C:30](O[C:30]([O:29][C:25]([CH3:28])([CH3:27])[CH3:26])=[O:31])=[O:31])([CH3:28])([CH3:27])[CH3:26]. Given the product [C:25]([O:29][C:30]([NH:4][CH:5]([CH:9]([C:11]1[CH:12]=[CH:13][C:14]([O:17][CH3:18])=[CH:15][CH:16]=1)[CH3:10])[C:6]([OH:8])=[O:7])=[O:31])([CH3:28])([CH3:27])[CH3:26], predict the reactants needed to synthesize it.